From a dataset of Full USPTO retrosynthesis dataset with 1.9M reactions from patents (1976-2016). Predict the reactants needed to synthesize the given product. (1) Given the product [O:11]1[CH2:12][C@@H:10]1[CH2:9][CH2:1][S:2]([NH2:5])(=[O:4])=[O:3], predict the reactants needed to synthesize it. The reactants are: [CH3:1][S:2]([NH2:5])(=[O:4])=[O:3].[OH-].[Na+].Cl[CH2:9][C@@H:10]1[CH2:12][O:11]1.Cl. (2) Given the product [F:1][C:2]1[CH:3]=[CH:4][C:5]([C:8]2[C:9](=[O:19])[C:10]([C:14]([OH:16])=[O:15])=[CH:11][NH:12][CH:13]=2)=[CH:6][CH:7]=1, predict the reactants needed to synthesize it. The reactants are: [F:1][C:2]1[CH:7]=[CH:6][C:5]([C:8]2[C:9](=[O:19])[C:10]([C:14]([O:16]CC)=[O:15])=[CH:11][NH:12][CH:13]=2)=[CH:4][CH:3]=1.[OH-].[Na+].Cl. (3) Given the product [CH3:8][O:9][C:10]1[CH:15]=[CH:14][C:13]([C:2]2[S:3][C:4]([C:13]3[CH:14]=[CH:15][C:10]([O:9][CH3:8])=[CH:11][CH:12]=3)=[CH:5][CH:6]=2)=[CH:12][CH:11]=1, predict the reactants needed to synthesize it. The reactants are: Br[C:2]1[S:3][C:4](Br)=[CH:5][CH:6]=1.[CH3:8][O:9][C:10]1[CH:15]=[CH:14][C:13](B(O)O)=[CH:12][CH:11]=1. (4) Given the product [CH3:24][C:14]1[CH:19]=[CH:18][C:17]([S:20]([O:12][CH2:11][CH:8]2[CH2:7][C:6]3[C:5]([F:13])=[CH:4][CH:3]=[C:2]([Br:1])[C:10]=3[O:9]2)(=[O:22])=[O:21])=[CH:16][CH:15]=1, predict the reactants needed to synthesize it. The reactants are: [Br:1][C:2]1[C:10]2[O:9][CH:8]([CH2:11][OH:12])[CH2:7][C:6]=2[C:5]([F:13])=[CH:4][CH:3]=1.[C:14]1([CH3:24])[CH:19]=[CH:18][C:17]([S:20](Cl)(=[O:22])=[O:21])=[CH:16][CH:15]=1.CC1C=CC(S(OCC2CC3C(C(F)(F)F)=CC=C(Cl)C=3O2)(=O)=O)=CC=1.